Dataset: Peptide-MHC class I binding affinity with 185,985 pairs from IEDB/IMGT. Task: Regression. Given a peptide amino acid sequence and an MHC pseudo amino acid sequence, predict their binding affinity value. This is MHC class I binding data. The peptide sequence is YFDDVTAFL. The MHC is HLA-A02:03 with pseudo-sequence HLA-A02:03. The binding affinity (normalized) is 0.763.